From a dataset of Reaction yield outcomes from USPTO patents with 853,638 reactions. Predict the reaction yield, written as a fraction of the theoretical maximum amount of product (1.0 means a 100% yield; for example, 0.34 means a 34% yield). (1) The reactants are [Cl:1][C:2]1[N:11]=[CH:10][C:9]2[NH:8][CH2:7][CH:6]3[CH2:12][O:13][CH2:14][CH2:15][N:5]3[C:4]=2[N:3]=1.C(N(CC)C(C)C)(C)C.Br[CH2:26][C:27]1[CH:32]=[CH:31][CH:30]=[CH:29][CH:28]=1. The catalyst is CN(C=O)C.C(OCC)(=O)C. The product is [CH2:26]([N:8]1[CH2:7][CH:6]2[CH2:12][O:13][CH2:14][CH2:15][N:5]2[C:4]2[N:3]=[C:2]([Cl:1])[N:11]=[CH:10][C:9]1=2)[C:27]1[CH:32]=[CH:31][CH:30]=[CH:29][CH:28]=1. The yield is 0.480. (2) The reactants are [CH2:1]([C:9]1[CH:13]=[CH:12][S:11][CH:10]=1)[CH2:2][CH2:3][CH2:4][CH2:5][CH2:6][CH2:7][CH3:8].[Li][CH2:15]CCC.C(O[B:24]([O:30][CH2:31][CH2:32][CH2:33]C)[O:25][CH2:26]CCC)CCC.CC(C)(CO)CO. The catalyst is C1COCC1. The product is [CH3:15][C:32]1([CH3:33])[CH2:26][O:25][B:24]([C:12]2[S:11][CH:10]=[C:9]([CH2:1][CH2:2][CH2:3][CH2:4][CH2:5][CH2:6][CH2:7][CH3:8])[CH:13]=2)[O:30][CH2:31]1. The yield is 0.720. (3) The reactants are Cl[C:2]1[CH:7]=[CH:6][CH:5]=[CH:4][C:3]=1[O:8][CH3:9].P([O-])([O-])([O-])=O.[K+].[K+].[K+].O1[CH2:23][CH2:22]OCC1. The catalyst is [Pd].C(P(C(C)(C)C)C(C)(C)C)(C)(C)C.C(P(C(C)(C)C)C(C)(C)C)(C)(C)C.O. The product is [CH3:9][O:8][C:3]1[CH:4]=[CH:5][CH:6]=[CH:7][C:2]=1[C:2]1[CH:7]=[CH:6][C:22]([CH3:23])=[CH:4][CH:3]=1. The yield is 0.720. (4) The reactants are [NH2:1][C:2]1[N:3]=[C:4]([C:15]2[O:16][CH:17]=[CH:18][CH:19]=2)[C:5]2[N:10]=[N:9][N:8]([CH2:11][C:12]([OH:14])=O)[C:6]=2[N:7]=1.C(C1NC=CN=1)(C1NC=CN=1)=O.[Cl:32][C:33]1[CH:34]=[C:35]([CH:37]=[CH:38][CH:39]=1)[NH2:36]. The catalyst is CN(C=O)C.O. The product is [NH2:1][C:2]1[N:3]=[C:4]([C:15]2[O:16][CH:17]=[CH:18][CH:19]=2)[C:5]2[N:10]=[N:9][N:8]([CH2:11][C:12]([NH:36][C:35]3[CH:37]=[CH:38][CH:39]=[C:33]([Cl:32])[CH:34]=3)=[O:14])[C:6]=2[N:7]=1. The yield is 0.480. (5) The reactants are F[C:2]1[CH:7]=[C:6]([N+:8]([O-:10])=[O:9])[CH:5]=[C:4]([I:11])[CH:3]=1.[NH:12]1[CH2:17][CH2:16][O:15][CH2:14][CH2:13]1. The catalyst is CS(C)=O. The product is [I:11][C:4]1[CH:3]=[C:2]([N:12]2[CH2:17][CH2:16][O:15][CH2:14][CH2:13]2)[CH:7]=[C:6]([N+:8]([O-:10])=[O:9])[CH:5]=1. The yield is 0.800.